This data is from Forward reaction prediction with 1.9M reactions from USPTO patents (1976-2016). The task is: Predict the product of the given reaction. Given the reactants BrCC1C=CC([N+]([O-])=O)=CC=1CBr.[N+:14]([C:17]1[CH:25]=[CH:24][CH:23]=[C:22]2[C:18]=1[CH2:19][C:20](=[O:26])[NH:21]2)([O-])=O, predict the reaction product. The product is: [NH2:14][C:17]1[CH:25]=[CH:24][CH:23]=[C:22]2[C:18]=1[CH2:19][C:20](=[O:26])[NH:21]2.